From a dataset of Reaction yield outcomes from USPTO patents with 853,638 reactions. Predict the reaction yield, written as a fraction of the theoretical maximum amount of product (1.0 means a 100% yield; for example, 0.34 means a 34% yield). (1) The reactants are [C:1]([O:5][C:6](=[O:15])[C:7]1[CH:12]=[CH:11][C:10]([F:13])=[CH:9][C:8]=1F)([CH3:4])([CH3:3])[CH3:2].C([O-])(O)=O.[Na+].[CH3:21][O:22][CH2:23][C@@H:24]([NH2:26])[CH3:25]. No catalyst specified. The product is [C:1]([O:5][C:6](=[O:15])[C:7]1[CH:12]=[CH:11][C:10]([F:13])=[CH:9][C:8]=1[NH:26][C@@H:24]([CH3:25])[CH2:23][O:22][CH3:21])([CH3:4])([CH3:3])[CH3:2]. The yield is 0.840. (2) The reactants are [CH3:1][S:2][C:3]1[N:7]([CH2:8][C:9]2[CH:14]=[CH:13][C:12]([C:15]3[CH:20]=[CH:19][CH:18]=[CH:17][C:16]=3[C:21]3[NH:25][N:24]=[N:23][N:22]=3)=[CH:11][CH:10]=2)[C:6]2[C:26]([C:30]([O:32]CC)=[O:31])=[CH:27][CH:28]=[CH:29][C:5]=2[N:4]=1.[OH-].[Na+].Cl. The catalyst is CO. The product is [CH3:1][S:2][C:3]1[N:7]([CH2:8][C:9]2[CH:10]=[CH:11][C:12]([C:15]3[CH:20]=[CH:19][CH:18]=[CH:17][C:16]=3[C:21]3[NH:25][N:24]=[N:23][N:22]=3)=[CH:13][CH:14]=2)[C:6]2[C:26]([C:30]([OH:32])=[O:31])=[CH:27][CH:28]=[CH:29][C:5]=2[N:4]=1. The yield is 0.810. (3) The reactants are [Cl:1][C:2]1[CH:7]=[C:6]([N+:8]([O-])=O)[CH:5]=[C:4]([C:11]([F:14])([F:13])[F:12])[C:3]=1[O:15][C:16]1[CH:21]=[CH:20][C:19]([S:22]([CH3:25])(=[O:24])=[O:23])=[CH:18][CH:17]=1. The catalyst is C(OCC)(=O)C.[Pd]. The product is [Cl:1][C:2]1[CH:7]=[C:6]([NH2:8])[CH:5]=[C:4]([C:11]([F:13])([F:14])[F:12])[C:3]=1[O:15][C:16]1[CH:17]=[CH:18][C:19]([S:22]([CH3:25])(=[O:23])=[O:24])=[CH:20][CH:21]=1. The yield is 0.960. (4) The reactants are [C:1]([O:5][C:6]([N:8]1[CH2:11][C:10](=[CH:12][C:13]#[N:14])[CH2:9]1)=[O:7])([CH3:4])([CH3:3])[CH3:2].[NH:15]1[CH:19]=[CH:18][C:17]([C:20]2[C:21]3[CH:28]=[CH:27][N:26]([CH2:29][O:30][CH2:31][CH2:32][Si:33]([CH3:36])([CH3:35])[CH3:34])[C:22]=3[N:23]=[CH:24][N:25]=2)=[CH:16]1.N12CCCN=C1CCCCC2. The catalyst is C(#N)C. The product is [C:13]([CH2:12][C:10]1([N:15]2[CH:19]=[CH:18][C:17]([C:20]3[C:21]4[CH:28]=[CH:27][N:26]([CH2:29][O:30][CH2:31][CH2:32][Si:33]([CH3:36])([CH3:35])[CH3:34])[C:22]=4[N:23]=[CH:24][N:25]=3)=[CH:16]2)[CH2:11][N:8]([C:6]([O:5][C:1]([CH3:4])([CH3:2])[CH3:3])=[O:7])[CH2:9]1)#[N:14]. The yield is 0.830. (5) The reactants are Br[C:2]1[CH:7]=[CH:6][C:5]([O:8][CH3:9])=[CH:4][C:3]=1[O:10][CH3:11].Cl[CH:13]1[CH2:17][CH2:16][CH2:15][C:14]1=[O:18].Cl. The yield is 0.670. The catalyst is C1COCC1.CCOCC. The product is [CH3:11][O:10][C:3]1[CH:4]=[C:5]([O:8][CH3:9])[CH:6]=[CH:7][C:2]=1[CH:13]1[CH2:17][CH2:16][CH2:15][C:14]1=[O:18]. (6) The reactants are [Br:1][C:2]1[CH:3]=[C:4]([C:11]([O:13][CH3:14])=[O:12])[C:5]2[CH:6]=[N:7][NH:8][C:9]=2[CH:10]=1.C(=O)([O-])[O-].[Cs+].[Cs+].Br[CH:22]1[CH2:26][CH2:25][CH2:24][CH2:23]1. The catalyst is C(#N)C. The product is [Br:1][C:2]1[CH:3]=[C:4]([C:11]([O:13][CH3:14])=[O:12])[C:5]2[CH:6]=[N:7][N:8]([CH:22]3[CH2:26][CH2:25][CH2:24][CH2:23]3)[C:9]=2[CH:10]=1. The yield is 0.292.